Dataset: Forward reaction prediction with 1.9M reactions from USPTO patents (1976-2016). Task: Predict the product of the given reaction. (1) Given the reactants Br[CH:2]([CH2:5][C:6]1[CH:11]=[CH:10][CH:9]=[CH:8][CH:7]=1)[CH:3]=[O:4].NC(N)=O, predict the reaction product. The product is: [C:6]1([CH2:5][CH2:2][CH:3]=[O:4])[CH:11]=[CH:10][CH:9]=[CH:8][CH:7]=1. (2) Given the reactants [SH:1][C:2]1[CH:7]=[C:6]([CH3:8])[C:5]([OH:9])=[C:4]([CH3:10])[CH:3]=1.C(OC)(OC)OC.[CH2:18]([O:20][C:21](=[O:27])[CH:22]=[C:23]1[CH2:26][CH2:25][CH2:24]1)C, predict the reaction product. The product is: [OH:9][C:5]1[C:6]([CH3:8])=[CH:7][C:2]([S:1][C:23]2([CH2:22][C:21]([O:20][CH3:18])=[O:27])[CH2:26][CH2:25][CH2:24]2)=[CH:3][C:4]=1[CH3:10]. (3) The product is: [OH:4][CH2:3][C:5]1[CH:10]=[CH:9][CH:8]=[CH:7][C:6]=1[C:11]1[CH:12]=[CH:13][C:14]([CH2:15][C:16]23[C:24](=[O:25])[N:23]([C:26]4[CH:27]=[C:28]([Cl:33])[CH:29]=[C:30]([Cl:32])[CH:31]=4)[C:22](=[O:34])[N:21]2[CH2:20][CH2:19][CH2:18][CH2:17]3)=[CH:35][CH:36]=1. Given the reactants [BH4-].[Na+].[CH:3]([C:5]1[CH:10]=[CH:9][CH:8]=[CH:7][C:6]=1[C:11]1[CH:36]=[CH:35][C:14]([CH2:15][C:16]23[C:24](=[O:25])[N:23]([C:26]4[CH:31]=[C:30]([Cl:32])[CH:29]=[C:28]([Cl:33])[CH:27]=4)[C:22](=[O:34])[N:21]2[CH2:20][CH2:19][CH2:18][CH2:17]3)=[CH:13][CH:12]=1)=[O:4], predict the reaction product. (4) Given the reactants Br[C:2]1[CH:3]=[C:4]([O:9][C:10]2[C:11]([F:35])=[C:12]([CH2:17][NH:18][C:19]([C:21]3[N:25]([CH2:26][O:27][CH2:28][CH2:29][Si:30]([CH3:33])([CH3:32])[CH3:31])[CH:24]=[N:23][C:22]=3[Cl:34])=[O:20])[CH:13]=[CH:14][C:15]=2[Cl:16])[CH:5]=[C:6]([Cl:8])[CH:7]=1.[CH3:36][CH:37](C[AlH]CC(C)C)C.C([Zn]CC)C, predict the reaction product. The product is: [Cl:34][C:22]1[N:23]=[CH:24][N:25]([CH2:26][O:27][CH2:28][CH2:29][Si:30]([CH3:33])([CH3:32])[CH3:31])[C:21]=1[C:19]([NH:18][CH2:17][C:12]1[CH:13]=[CH:14][C:15]([Cl:16])=[C:10]([O:9][C:4]2[CH:3]=[C:2]([CH2:36][CH3:37])[CH:7]=[C:6]([Cl:8])[CH:5]=2)[C:11]=1[F:35])=[O:20]. (5) Given the reactants [NH:1]([C:3](=[S:24])[C:4]([NH:6][C:7]1[CH:8]=[C:9]2[C:14](=[CH:15][CH:16]=1)[CH2:13][N:12]([C:17]([O:19][C:20]([CH3:23])([CH3:22])[CH3:21])=[O:18])[CH2:11][CH2:10]2)=[O:5])[NH2:2].[Cl:25][CH2:26][C:27](Cl)=O.O, predict the reaction product. The product is: [Cl:25][CH2:26][C:27]1[S:24][C:3]([C:4]([NH:6][C:7]2[CH:8]=[C:9]3[C:14](=[CH:15][CH:16]=2)[CH2:13][N:12]([C:17]([O:19][C:20]([CH3:21])([CH3:23])[CH3:22])=[O:18])[CH2:11][CH2:10]3)=[O:5])=[N:1][N:2]=1. (6) Given the reactants [CH3:1][N:2]1[CH2:7][CH2:6][CH:5]([NH:8][C:9](=[O:33])/[C:10](/[CH2:21][O:22][C:23]2[C:32]3[C:27](=[CH:28][CH:29]=[CH:30][CH:31]=3)[CH:26]=[CH:25][CH:24]=2)=[CH:11]/[C:12]2[CH:20]=[CH:19][C:15]([C:16](O)=[O:17])=[CH:14][CH:13]=2)[CH2:4][CH2:3]1.Cl.C(N=C=NCCCN(C)C)C.[O:46]1[CH2:51][CH2:50][CH2:49][CH2:48][CH:47]1[O:52][NH2:53].C(=O)([O-])[O-].[K+].[K+], predict the reaction product. The product is: [CH3:1][N:2]1[CH2:7][CH2:6][CH:5]([NH:8][C:9](=[O:33])/[C:10](/[CH2:21][O:22][C:23]2[C:32]3[C:27](=[CH:28][CH:29]=[CH:30][CH:31]=3)[CH:26]=[CH:25][CH:24]=2)=[CH:11]/[C:12]2[CH:13]=[CH:14][C:15]([C:16]([NH:53][O:52][CH:47]3[CH2:48][CH2:49][CH2:50][CH2:51][O:46]3)=[O:17])=[CH:19][CH:20]=2)[CH2:4][CH2:3]1. (7) Given the reactants [CH3:1][O:2][C:3]1[C:8]([O:9][CH3:10])=[CH:7][CH:6]=[CH:5][C:4]=1[OH:11].F[C:13]1[CH:18]=[C:17]([F:19])[CH:16]=[CH:15][C:14]=1[N+:20]([O-:22])=[O:21].[CH3:23][O:24][C:25]1[C:39]([O:40][CH3:41])=[CH:38][CH:37]=[CH:36][C:26]=1[O:27][C:28]1[CH:34]=[C:33]([F:35])[CH:32]=[CH:31][C:29]=1[NH2:30].[NH2:42][C:43]1[S:44][CH:45]=[CH:46][N:47]=1, predict the reaction product. The product is: [CH3:1][O:2][C:3]1[C:8]([O:9][CH3:10])=[CH:7][CH:6]=[CH:5][C:4]=1[O:11][C:13]1[CH:18]=[C:17]([F:19])[CH:16]=[CH:15][C:14]=1[N+:20]([O-:22])=[O:21].[CH3:23][O:24][C:25]1[C:39]([O:40][CH3:41])=[CH:38][CH:37]=[CH:36][C:26]=1[O:27][C:28]1[CH:34]=[C:33]([F:35])[CH:32]=[CH:31][C:29]=1[NH:30][C:4]([NH:42][C:43]1[S:44][CH:45]=[CH:46][N:47]=1)=[O:11]. (8) Given the reactants [C:1]([C@H:3]1[CH2:8][CH2:7][C@H:6]2[C@H:9]3[C@H:18]([CH2:19][CH2:20][C@:4]12[CH3:5])[C:17]1[CH2:16][CH2:15][C:14](OC)([O:21]C)[CH2:13][C:12]=1[CH2:11][CH2:10]3)#[N:2].O.Cl(O)(=O)(=O)=O.C(=O)(O)[O-].[Na+], predict the reaction product. The product is: [C:1]([C@H:3]1[CH2:8][CH2:7][C@H:6]2[C@H:9]3[C@H:18]([CH2:19][CH2:20][C@:4]12[CH3:5])[C:17]1[CH2:16][CH2:15][C:14](=[O:21])[CH2:13][C:12]=1[CH2:11][CH2:10]3)#[N:2].